This data is from Retrosynthesis with 50K atom-mapped reactions and 10 reaction types from USPTO. The task is: Predict the reactants needed to synthesize the given product. (1) Given the product C=CCNCC1=Cc2ccccc2Oc2ccccc21, predict the reactants needed to synthesize it. The reactants are: BrCC1=Cc2ccccc2Oc2ccccc21.C=CCN. (2) The reactants are: [N-]=[N+]=NCc1nn(C2CCCCO2)c2nc(F)ccc12. Given the product NCc1nn(C2CCCCO2)c2nc(F)ccc12, predict the reactants needed to synthesize it. (3) Given the product COC(=O)CCCC(=O)Nc1ccc(CCC(C)O)cc1, predict the reactants needed to synthesize it. The reactants are: COC(=O)CCCC(=O)Nc1ccc(CCC(C)=O)cc1. (4) Given the product CCOC(=O)CCN(C)C(=O)c1ccc(NC(c2oc3ccc(OCC4CC4)cc3c2C)C(C)C)nc1, predict the reactants needed to synthesize it. The reactants are: CCOC(=O)CCNC.Cc1c(C(Nc2ccc(C(=O)O)cn2)C(C)C)oc2ccc(OCC3CC3)cc12. (5) Given the product N#Cc1ccc2[nH]nc(-c3cccnc3)c2c1, predict the reactants needed to synthesize it. The reactants are: N#Cc1ccc2c(c1)c(-c1cccnc1)nn2C1CCCCO1. (6) Given the product COc1cc(C=CC=O)cc(OC)c1OCc1ccccc1, predict the reactants needed to synthesize it. The reactants are: COc1cc(/C=C/CO)cc(OC)c1OCc1ccccc1. (7) The reactants are: CC(C)(CN)c1coc(-c2ccc(Cl)cc2)n1.O=Cc1cccc(-c2noc(C(F)(F)F)n2)c1. Given the product CC(C)(CNCc1cccc(-c2noc(C(F)(F)F)n2)c1)c1coc(-c2ccc(Cl)cc2)n1, predict the reactants needed to synthesize it. (8) Given the product COc1ccc2c(OCC(=O)NNc3ncc(-c4cccs4)nn3)ccnc2c1, predict the reactants needed to synthesize it. The reactants are: COc1ccc2c(OCC(=O)O)ccnc2c1.NNc1ncc(-c2cccs2)nn1.